This data is from Full USPTO retrosynthesis dataset with 1.9M reactions from patents (1976-2016). The task is: Predict the reactants needed to synthesize the given product. (1) Given the product [CH2:1]([O:3][C:4](=[O:18])[CH:5]([O:15][CH2:16][CH3:17])[CH2:6][C:7]1[CH:12]=[CH:11][C:10]([O:13][CH2:20][C:21]2[N:22]=[C:23]([C:27]3[CH:32]=[CH:31][CH:30]=[C:29]([Cl:33])[CH:28]=3)[O:24][C:25]=2[CH3:26])=[CH:9][C:8]=1[CH3:14])[CH3:2], predict the reactants needed to synthesize it. The reactants are: [CH2:1]([O:3][C:4](=[O:18])[CH:5]([O:15][CH2:16][CH3:17])[CH2:6][C:7]1[CH:12]=[CH:11][C:10]([OH:13])=[CH:9][C:8]=1[CH3:14])[CH3:2].Cl[CH2:20][C:21]1[N:22]=[C:23]([C:27]2[CH:32]=[CH:31][CH:30]=[C:29]([Cl:33])[CH:28]=2)[O:24][C:25]=1[CH3:26].ClC1C=C(C=CC=1)C=O.O=P(Cl)(Cl)Cl.C(=O)([O-])[O-].[Cs+].[Cs+].[I-].[K+]. (2) The reactants are: [NH:1]1[CH2:7][CH2:6][CH:5]([CH2:8][OH:9])[NH:4][CH2:3][CH2:2]1.[OH-].[Na+].[C:12](O[C:12]([O:14][C:15]([CH3:18])([CH3:17])[CH3:16])=[O:13])([O:14][C:15]([CH3:18])([CH3:17])[CH3:16])=[O:13]. Given the product [OH:9][CH2:8][CH:5]1[CH2:6][CH2:7][N:1]([C:12]([O:14][C:15]([CH3:18])([CH3:17])[CH3:16])=[O:13])[CH2:2][CH2:3][NH:4]1, predict the reactants needed to synthesize it. (3) Given the product [C:1]([C:4]1[S:8][C:7]([CH3:9])=[C:6]([C:10]2[CH2:14][CH2:13][CH2:12][C:11]=2[C:15]2[CH:16]=[C:17]([C:21]([OH:23])=[O:22])[S:18][C:19]=2[CH3:20])[CH:5]=1)(=[O:3])[CH3:2], predict the reactants needed to synthesize it. The reactants are: [C:1]([C:4]1[S:8][C:7]([CH3:9])=[C:6]([C:10]2[CH2:14][CH2:13][CH2:12][C:11]=2[C:15]2[CH:16]=[C:17]([C:21]([O:23]CC)=[O:22])[S:18][C:19]=2[CH3:20])[CH:5]=1)(=[O:3])[CH3:2].C1COCC1.[Li+].[OH-].Cl. (4) The reactants are: [CH:1]1([C:4]2[CH:5]=[CH:6][C:7]([C:15]([OH:17])=O)=[N:8][C:9]=2[O:10][CH2:11][CH:12]2[CH2:14][CH2:13]2)[CH2:3][CH2:2]1.Cl.[NH2:19][C@@H:20]1[CH2:25][CH2:24][CH2:23][CH2:22][C@H:21]1[C:26]([NH2:28])=[O:27]. Given the product [C:26]([C@@H:21]1[CH2:22][CH2:23][CH2:24][CH2:25][C@H:20]1[NH:19][C:15]([C:7]1[CH:6]=[CH:5][C:4]([CH:1]2[CH2:2][CH2:3]2)=[C:9]([O:10][CH2:11][CH:12]2[CH2:13][CH2:14]2)[N:8]=1)=[O:17])(=[O:27])[NH2:28], predict the reactants needed to synthesize it.